From a dataset of Full USPTO retrosynthesis dataset with 1.9M reactions from patents (1976-2016). Predict the reactants needed to synthesize the given product. (1) Given the product [Cl:11][C:6]1[CH:5]=[CH:4][N:3]=[C:2]([OH:14])[C:7]=1[N+:8]([O-:10])=[O:9], predict the reactants needed to synthesize it. The reactants are: Cl[C:2]1[C:7]([N+:8]([O-:10])=[O:9])=[C:6]([Cl:11])[CH:5]=[CH:4][N:3]=1.C([O-])(=[O:14])C.[Cs+]. (2) Given the product [F:19][C:20]1[CH:25]=[CH:24][C:23]([C:2]2[CH:7]=[C:6]([O:8][CH3:9])[C:5]([C:10]3[C:11](=[O:17])[CH2:12][CH2:13][C:14]=3[O:15][CH3:16])=[C:4]([F:18])[CH:3]=2)=[CH:22][CH:21]=1, predict the reactants needed to synthesize it. The reactants are: Br[C:2]1[CH:7]=[C:6]([O:8][CH3:9])[C:5]([C:10]2[C:11](=[O:17])[CH2:12][CH2:13][C:14]=2[O:15][CH3:16])=[C:4]([F:18])[CH:3]=1.[F:19][C:20]1[CH:25]=[CH:24][C:23](B(O)O)=[CH:22][CH:21]=1.P([O-])([O-])([O-])=O.[K+].[K+].[K+].